This data is from Full USPTO retrosynthesis dataset with 1.9M reactions from patents (1976-2016). The task is: Predict the reactants needed to synthesize the given product. (1) Given the product [F:1][C:2]1[CH:7]=[CH:6][C:5]2[N:8]=[C:9]([CH:10]([NH:12][C:13]3[N:21]=[CH:20][N:19]=[C:18]4[C:14]=3[NH:15][CH:16]=[N:17]4)[CH3:11])[N:29]([C:30]3[CH:35]=[N:34][CH:33]=[CH:32][N:31]=3)[C:4]=2[CH:3]=1, predict the reactants needed to synthesize it. The reactants are: [F:1][C:2]1[CH:7]=[CH:6][C:5]([NH:8][C:9](=O)[C@@H:10]([NH:12][C:13]2[N:21]=[CH:20][N:19]=[C:18]3[C:14]=2[N:15]=[CH:16][N:17]3C2CCCCO2)[CH3:11])=[C:4]([NH:29][C:30]2[CH:35]=[N:34][CH:33]=[CH:32][N:31]=2)[CH:3]=1.[OH-].[Na+]. (2) Given the product [C:20]([O:23][C@@H:24]1[C@H:28]([CH2:29][CH2:30][CH2:31][CH2:32][CH2:33][CH2:34][C:35]([O:37][CH3:38])=[O:36])[C@@H:27](/[CH:39]=[CH:4]/[C:3](=[O:11])[C:2]([F:1])([F:16])[CH2:12][CH2:13][CH2:14][CH3:15])[C@H:26]([O:41][CH:42]2[CH2:47][CH2:46][CH2:45][CH2:44][O:43]2)[CH2:25]1)(=[O:22])[CH3:21], predict the reactants needed to synthesize it. The reactants are: [F:1][C:2]([F:16])([CH2:12][CH2:13][CH2:14][CH3:15])[C:3](=[O:11])[CH2:4]P(=O)(OC)OC.O.[OH-].[Li+].[C:20]([O:23][C@@H:24]1[C@H:28]([CH2:29][CH2:30][CH2:31][CH2:32][CH2:33][CH2:34][C:35]([O:37][CH3:38])=[O:36])[C@@H:27]([CH:39]=O)[C@H:26]([O:41][CH:42]2[CH2:47][CH2:46][CH2:45][CH2:44][O:43]2)[CH2:25]1)(=[O:22])[CH3:21].